From a dataset of Forward reaction prediction with 1.9M reactions from USPTO patents (1976-2016). Predict the product of the given reaction. (1) The product is: [ClH:26].[CH:1]([C:4]1[S:8][C:7]([NH:9][S:10]([C:13]2[CH:14]=[C:15]3[C:19](=[CH:20][CH:21]=2)[CH2:18][CH:17]([NH2:22])[CH2:16]3)(=[O:12])=[O:11])=[N:6][N:5]=1)([CH3:3])[CH3:2]. Given the reactants [CH:1]([C:4]1[S:8][C:7]([NH:9][S:10]([C:13]2[CH:14]=[C:15]3[C:19](=[CH:20][CH:21]=2)[CH2:18][CH:17]([NH:22]C(=O)C)[CH2:16]3)(=[O:12])=[O:11])=[N:6][N:5]=1)([CH3:3])[CH3:2].[ClH:26], predict the reaction product. (2) Given the reactants [NH:1]1[CH2:4][CH:3]([N:5]2[CH:9]=[CH:8][N:7]=[C:6]2[C:10]2[S:11][C:12]3[CH2:13][CH2:14][O:15][C:16]4[CH:23]=[C:22]([C:24]5[CH:25]=[N:26][N:27]([CH2:29][C:30]([CH3:33])([OH:32])[CH3:31])[CH:28]=5)[CH:21]=[CH:20][C:17]=4[C:18]=3[N:19]=2)[CH2:2]1.CN(C)[CH:36]=[O:37].C(N([CH2:46][CH3:47])C(C)C)(C)C.F[P-](F)(F)(F)(F)F.C[N+](C)=C(N(C)C)[O:58]N1C2N=CC=CC=2N=N1, predict the reaction product. The product is: [OH:58][CH:46]([CH3:47])[C:36]([N:1]1[CH2:4][CH:3]([N:5]2[CH:9]=[CH:8][N:7]=[C:6]2[C:10]2[S:11][C:12]3[CH2:13][CH2:14][O:15][C:16]4[CH:23]=[C:22]([C:24]5[CH:25]=[N:26][N:27]([CH2:29][C:30]([OH:32])([CH3:33])[CH3:31])[CH:28]=5)[CH:21]=[CH:20][C:17]=4[C:18]=3[N:19]=2)[CH2:2]1)=[O:37]. (3) Given the reactants [CH2:1]1[C:5]2([CH2:10][CH2:9][CH2:8][CH2:7][C:6]2=[O:11])[CH2:4][CH2:3][CH2:2]1.C[O-].[Na+].[CH:15](OCC)=[O:16].C(OCC)C, predict the reaction product. The product is: [O:11]=[C:6]1[CH:7]([CH:15]=[O:16])[CH2:8][CH2:9][CH2:10][C:5]21[CH2:1][CH2:2][CH2:3][CH2:4]2. (4) The product is: [F:1][C:2]1[C:7]2[N:8]=[C:9]([C:11]3[CH:12]=[C:13]([C:19]4[C:20]([N:39]([CH3:44])[S:40]([CH3:43])(=[O:42])=[O:41])=[CH:21][C:22]5[O:26][C:25]([C:27]6[CH:32]=[CH:31][C:30]([F:33])=[CH:29][CH:28]=6)=[C:24]([C:34]([NH:36][CH3:37])=[O:35])[C:23]=5[CH:38]=4)[CH:14]=[C:15]([CH:17]([OH:18])[CH3:45])[CH:16]=3)[O:10][C:6]=2[CH:5]=[CH:4][CH:3]=1. Given the reactants [F:1][C:2]1[C:7]2[N:8]=[C:9]([C:11]3[CH:12]=[C:13]([C:19]4[C:20]([N:39]([CH3:44])[S:40]([CH3:43])(=[O:42])=[O:41])=[CH:21][C:22]5[O:26][C:25]([C:27]6[CH:32]=[CH:31][C:30]([F:33])=[CH:29][CH:28]=6)=[C:24]([C:34]([NH:36][CH3:37])=[O:35])[C:23]=5[CH:38]=4)[CH:14]=[C:15]([CH:17]=[O:18])[CH:16]=3)[O:10][C:6]=2[CH:5]=[CH:4][CH:3]=1.[CH3:45][Mg]Br, predict the reaction product. (5) The product is: [CH3:18][N:17]([CH3:19])[CH2:16][CH2:15][O:13][C:10]1[CH:11]=[CH:12][C:7]([C:4]2[CH:5]=[CH:6][N:1]=[CH:2][CH:3]=2)=[CH:8][CH:9]=1. Given the reactants [N:1]1[CH:6]=[CH:5][C:4]([C:7]2[CH:12]=[CH:11][C:10]([OH:13])=[CH:9][CH:8]=2)=[CH:3][CH:2]=1.Cl[CH2:15][CH2:16][N:17]([CH3:19])[CH3:18].Cl, predict the reaction product. (6) Given the reactants [OH:1]C1CCN(C)CC1.FC1C=C(C=CC=1F)C#N.[F:19][C:20]1[CH:21]=[C:22]([CH:25]=[CH:26][C:27]=1[O:28][CH:29]1[CH2:34][CH2:33][N:32]([CH3:35])[CH2:31][CH2:30]1)[C:23]#N, predict the reaction product. The product is: [F:19][C:20]1[CH:21]=[C:22]([CH:25]=[CH:26][C:27]=1[O:28][CH:29]1[CH2:34][CH2:33][N:32]([CH3:35])[CH2:31][CH2:30]1)[CH:23]=[O:1]. (7) Given the reactants [F:1][C:2]1[CH:19]=[CH:18][C:5]([CH2:6][C:7]2[C:16]3[C:11](=[CH:12][CH:13]=[CH:14][CH:15]=3)[C:10](=[O:17])[NH:9][N:8]=2)=[CH:4][C:3]=1[C:20]([N:22]1[CH2:25][CH:24]([CH2:26][NH:27][CH2:28][CH:29]([CH3:31])[CH3:30])[CH2:23]1)=[O:21].[ClH:32], predict the reaction product. The product is: [ClH:32].[F:1][C:2]1[CH:19]=[CH:18][C:5]([CH2:6][C:7]2[C:16]3[C:11](=[CH:12][CH:13]=[CH:14][CH:15]=3)[C:10](=[O:17])[NH:9][N:8]=2)=[CH:4][C:3]=1[C:20]([N:22]1[CH2:25][CH:24]([CH2:26][NH:27][CH2:28][CH:29]([CH3:31])[CH3:30])[CH2:23]1)=[O:21]. (8) Given the reactants C[Si](C)(C)[N-][Si](C)(C)C.[Li+].[CH3:11][C:12]1[S:13][C:14]([C:18](=[O:20])[CH3:19])=[C:15]([CH3:17])[N:16]=1.I[CH3:22].[NH4+].[Cl-], predict the reaction product. The product is: [CH3:11][C:12]1[S:13][C:14]([C:18](=[O:20])[CH2:19][CH3:22])=[C:15]([CH3:17])[N:16]=1.